From a dataset of Drug-target binding data from BindingDB using Ki measurements. Regression. Given a target protein amino acid sequence and a drug SMILES string, predict the binding affinity score between them. We predict pKi (pKi = -log10(Ki in M); higher means stronger inhibition). Dataset: bindingdb_ki. (1) The compound is O=[Te](=O)([O-])[O-]. The target protein sequence is MPEIKQLFENNSKWSESIKAETPEYFAKLAKGQNPDFLWIGCADSRVPAERLTGLYSGELFVHRNVANQVIHTDLNCLSVVQYAVDVLQVKHIIVCGHYGCGGVTAAIDNPQLGLINNWLLHIRDYYLKHREYLDQMPAEDRSDKLAEINVAEQVYNLANSTVLQNAWERGQAVEVHGFVYGIEDGRLEYLGVRCASRSAVEDNYHKALEKILNPNHRLLCR. The pKi is 2.6. (2) The compound is C=C(c1ccc(C)cc1)[C@H]1CN[C@H](C(=O)O)[C@H]1CC(=O)O. The target protein (P42260) has sequence MKIISPVLSNLVFSRSIKVLLCLLWIGYSQGTTHVLRFGGIFEYVESGPMGAEELAFRFAVNTINRNRTLLPNTTLTYDTQKINLYDSFEASKKACDQLSLGVAAIFGPSHSSSANAVQSICNALGVPHIQTRWKHQVSDNKDSFYVSLYPDFSSLSRAILDLVQFFKWKTVTVVYDDSTGLIRLQELIKAPSRYNLRLKIRQLPADTKDAKPLLKEMKRGKEFHVIFDCSHEMAAGILKQALAMGMMTEYYHYIFTTLDLFALDVEPYRYSGVNMTGFRILNTENTQVSSIIEKWSMERLQAPPKPDSGLLDGFMTTDAALMYDAVHVVSVAVQQFPQMTVSSLQCNRHKPWRFGTRFMSLIKEAHWEGLTGRITFNKTNGLRTDFDLDVISLKEEGLEKIGTWDPASGLNMTESQKGKPANITDSLSNRSLIVTTILEEPYVLFKKSDKPLYGNDRFEGYCIDLLRELSTILGFTYEIRLVEDGKYGAQDDVNGQWNG.... The pKi is 8.6. (3) The small molecule is O=C(O)CC(=O)C(=O)O. The target protein sequence is MPPQLHNGLDFSAKVIQGSLDSLPQEVRKFVEGNAQLCQPEYIHICDGSEEEYGRLLAHMQEEGVIRKLKKYDNCWLALTDPRDVARIESKTVIITQEQRDTVPIPKSGQSQLGRWMSEEDFEKAFNARFPGCMKGRTMYVIPFSMGPLGSPLAKIGIELTDSPYVVASMRIMTRMGTSVLEALGDGEFIKCLHSVGCPLPLKKPLVNNWACNPELTLIAHLPDRREIISFGSGYGGNSLLGKKCFALRIASRLAKEEGWLAEHMLILGITNPEGKKKYLAAAFPSACGKTNLAMMNPTLPGWKVECVGDDIAWMKFDAQGNLRAINPENGFFGVAPGTSVKTNPNAIKTIQKNTIFTNVAETSDGGVYWEGIDEPLAPGVTITSWKNKEWRPQDEEPCAHPNSRFCTPASQCPIIDPAWESPEGVPIEGIIFGGRRPAGVPLVYEALSWQHGVFVGAAMRSEATAAAEHKGKVIMRDPFAMRPFFGYNFGKYLAHWLSM.... The pKi is 3.4. (4) The small molecule is Oc1ccc2c3c1OC1c4ncc(-c5ccccc5)cc4C[C@@]4(O)[C@@H](C2)N(CC2CC2)CC[C@]314. The target protein (P33535) has sequence MDSSTGPGNTSDCSDPLAQASCSPAPGSWLNLSHVDGNQSDPCGLNRTGLGGNDSLCPQTGSPSMVTAITIMALYSIVCVVGLFGNFLVMYVIVRYTKMKTATNIYIFNLALADALATSTLPFQSVNYLMGTWPFGTILCKIVISIDYYNMFTSIFTLCTMSVDRYIAVCHPVKALDFRTPRNAKIVNVCNWILSSAIGLPVMFMATTKYRQGSIDCTLTFSHPTWYWENLLKICVFIFAFIMPVLIITVCYGLMILRLKSVRMLSGSKEKDRNLRRITRMVLVVVAVFIVCWTPIHIYVIIKALITIPETTFQTVSWHFCIALGYTNSCLNPVLYAFLDENFKRCFREFCIPTSSTIEQQNSTRVRQNTREHPSTANTVDRTNHQLENLEAETAPLP. The pKi is 7.8. (5) The small molecule is c1ccc2c(c1)OCC(C1=NCCN1)O2. The target protein (Q4G017) has sequence MAAATLSFGPEREAEPAKEARVVGSELVDTYTVYVIQVTDGNHEWTIKHRYSDFHDLHEKLVAERKIDKTLLPPKKIIGKNSRSLVEKREKDLEVYLQTLLKTFPDVAPRVLAHFLHFHLYEINGVTAALAEELFEKGEQLLGAGEVFAIRPLQLYAITEQLQQGKPTCASGDAKTDLGHILDFTCRLKYLKVSGTEGPFGTSNIREQLLPFDLSIFKSLHQVEMSHCDAKHVRGLVTSKPTLATMSVRFSAASMKEVLVPEASEFDEWEPEGTTLGGPVTAVIPTWQALTTLDLSHNSISEIDESVKLIPKIEYLDLSHNGVLVVDNLQHLYNLVHLDLSYNKLSSLEGVHTKLGNVKTLNLAGNFLERLSGLHKLYSLVNLDLRDNRIEQLDEVKSIGNLPCLEHVALLNNPLSIIPDYRTKVLSQFGERASEICLDDVATTEKELDTVEVLKAIQKAKDVKSKLSSTEKKVGEDFRLPTAPCIRPSSSPPTAVPTSA.... The pKi is 8.0. (6) The small molecule is N[C@@H](CCC(=O)N[C@@H](CSC(=O)OCc1ccccc1)C(=O)NCC(=O)O)C(=O)O. The target protein (O35952) has sequence MVLGRGSLCLRSLSVLGAACARRGLGQALLGLSLCHTDFRKNLTVQQDMMKIELLPALTDNYMYLIIDEDTQEAAVVDPVQPQKVIETVKKHRVKLTTVLTTHHHWDHAGGNEKLVKLEPGLKVYGGDDRIGALTHKVTHLSTLEVGSLSVKCLSTPCHTSGHICYFVSKPGSSEPSAVFTGDTLFVAGCGKFYEGTADEMYKALLEVLGRLPPDTKVICGHEYTVNNLKFARHVEPGNTAVQEKLAWAKEKNAIGEPTVPSTLAEEFTYNPFMRVKEKTVQQHAGETDPVTTMRAIRREKDQFKVPRD. The pKi is 4.2. (7) The compound is COc1ccc(-c2cn([C@@H]3O[C@H](COP(=O)(O)O)[C@@H](O)[C@H]3O)nn2)cc1. The target protein (P76558) has sequence MDDQLKQSALDFHEFPVPGKIQVSPTKPLATQRDLALAYSPGVAAPCLEIEKDPLKAYKYTARGNLVAVISNGTAVLGLGNIGALAGKPVMEGKGVLFKKFAGIDVFDIEVDELDPDKFIEVVAALEPTFGGINLEDIKAPECFYIEQKLRERMNIPVFHDDQHGTAIISTAAILNGLRVVEKNISDVRMVVSGAGAAAIACMNLLVALGLQKHNIVVCDSKGVIYQGREPNMAETKAAYAVVDDGKRTLDDVIEGADIFLGCSGPKVLTQEMVKKMARAPMILALANPEPEILPPLAKEVRPDAIICTGRSDYPNQVNNVLCFPFIFRGALDVGATAINEEMKLAAVRAIAELAHAEQSEVVASAYGDQDLSFGPEYIIPKPFDPRLIVKIAPAVAKAAMESGVATRPIADFDVYIDKLTEFVYKTNLFMKPIFSQARKAPKRVVLPEGEEARVLHATQELVTLGLAKPILIGRPNVIEMRIQKLGLQIKAGVDFEIVN.... The pKi is 4.2. (8) The drug is C=CCNc1nc(N2CCC(NCC3c4ccccc4CCc4ccccc43)CC2)nc2c1nnn2CC=C. The target protein sequence is VPTTAKLKIDEFESNVNEVKDPYPSADFPGDDEEDEPEIPASPRPRPLAELQLKEKAVPIPEASSFFIFSPTNKIRVLCHRIVNATWFTNFILLFILLSSAALAAEDPIRADSMRNQILEYFDYVFTAVFTVEIVLKMTTYGAFLHKGSFCRNYFNILDLLVVAVSLISMGLESSAISVVKILRVLRVLRPLRAINRAKGLKHVVQCVFVAIRTIGNIVLVTTLLQFMFACIGVQLFKGKFYSCNDLSKMTEEECRGYYYIYKDGDPTQIELRPRQWIHNDFHFDNVLSAMMSLFTVSTFEGWPQLLYKAIDSNEEDTGPVYNNRVEMAIFFIIYIILIAFFMMNIFVGFVIVTFQEQGETEYKNCELDKNQRQCVQYALKARPLRCYIPKNPYQYQVWYVVTSSYFEYLMFALIMLNTICLGMQHYNQSEQMNHISDILNVAFTIIFTLEMILKLIAFKPRGYFGDPWNVFDFLIVIGSIIDVILSEIDTLLASSGGLY.... The pKi is 6.1.